From a dataset of Full USPTO retrosynthesis dataset with 1.9M reactions from patents (1976-2016). Predict the reactants needed to synthesize the given product. (1) Given the product [N:3]1[CH:4]=[CH:5][CH:6]=[CH:7][C:2]=1[C:10]#[C:9][CH2:8][OH:11], predict the reactants needed to synthesize it. The reactants are: Br[C:2]1[CH:7]=[CH:6][CH:5]=[CH:4][N:3]=1.[CH2:8]([OH:11])[C:9]#[CH:10]. (2) Given the product [NH2:59][C@H:57]([C:52]1[C:51]([CH2:72][N:73]2[CH2:74][CH2:75][N:76]([C:79]([O:81][C:82]([CH3:83])([CH3:84])[CH3:85])=[O:80])[CH2:77][CH2:78]2)=[C:50]([O:86][CH3:87])[C:49]2[C:54](=[CH:55][CH:56]=[C:47]([F:46])[CH:48]=2)[N:53]=1)[CH3:58], predict the reactants needed to synthesize it. The reactants are: O=C1C2C(=CC=CC=2)C(=O)N1[C@H](C1C(C=O)=C(OC)C2C(=CC=C(F)C=2)N=1)C.N1(C(OC(C)(C)C)=O)CCNCC1.C([BH3-])#N.[Na+].[F:46][C:47]1[CH:48]=[C:49]2[C:54](=[CH:55][CH:56]=1)[N:53]=[C:52]([C@@H:57]([NH:59]C(=O)C1C=CC=CC=1C(OC)=O)[CH3:58])[C:51]([CH2:72][N:73]1[CH2:78][CH2:77][N:76]([C:79]([O:81][C:82]([CH3:85])([CH3:84])[CH3:83])=[O:80])[CH2:75][CH2:74]1)=[C:50]2[O:86][CH3:87].NN.